This data is from Full USPTO retrosynthesis dataset with 1.9M reactions from patents (1976-2016). The task is: Predict the reactants needed to synthesize the given product. (1) Given the product [F:1][C:2]1[CH:3]=[C:4]([CH:54]=[C:55]([F:57])[CH:56]=1)[C:5]([C:7]1[CH:8]=[C:9]2[C:13](=[CH:14][CH:15]=1)[NH:12][N:11]=[C:10]2[NH:35][C:36](=[O:53])[C:37]1[CH:42]=[CH:41][C:40]([N:43]2[CH2:44][CH2:45][N:46]([CH3:49])[CH2:47][CH2:48]2)=[CH:39][C:38]=1[N+:50]([O-:52])=[O:51])=[O:6], predict the reactants needed to synthesize it. The reactants are: [F:1][C:2]1[CH:3]=[C:4]([CH:54]=[C:55]([F:57])[CH:56]=1)[C:5]([C:7]1[CH:8]=[C:9]2[C:13](=[CH:14][CH:15]=1)[N:12](C(C1C=CC=CC=1)(C1C=CC=CC=1)C1C=CC=CC=1)[N:11]=[C:10]2[NH:35][C:36](=[O:53])[C:37]1[CH:42]=[CH:41][C:40]([N:43]2[CH2:48][CH2:47][N:46]([CH3:49])[CH2:45][CH2:44]2)=[CH:39][C:38]=1[N+:50]([O-:52])=[O:51])=[O:6].FC(F)(F)C(O)=O. (2) Given the product [CH2:26]([O:28][C:29]([CH:31]1[CH:36]([CH2:35][OH:37])[CH:32]1[C:33](=[O:34])[NH:1][C:2]1[CH:7]=[CH:6][C:5]([N:8]2[CH:13]=[CH:12][CH:11]=[CH:10][C:9]2=[O:14])=[CH:4][C:3]=1[F:15])=[O:30])[CH3:27], predict the reactants needed to synthesize it. The reactants are: [NH2:1][C:2]1[CH:7]=[CH:6][C:5]([N:8]2[CH:13]=[CH:12][CH:11]=[CH:10][C:9]2=[O:14])=[CH:4][C:3]=1[F:15].C[Si]([N-][Si](C)(C)C)(C)C.[Li+].[CH2:26]([O:28][C:29]([CH:31]1[CH:36]2[CH:32]1[CH2:33][O:34][C:35]2=[O:37])=[O:30])[CH3:27].Cl. (3) Given the product [CH2:1]([O:3][C:4]([C@@H:6]1[N:7]([C@H:13]([C:15]2[CH:16]=[CH:17][CH:18]=[CH:19][CH:20]=2)[CH3:14])[CH2:8][CH2:9][C:10]2([O:23][CH2:22][CH2:21][O:12]2)[CH2:11]1)=[O:5])[CH3:2], predict the reactants needed to synthesize it. The reactants are: [CH2:1]([O:3][C:4]([C@H:6]1[CH2:11][C:10](=[O:12])[CH2:9][CH2:8][N:7]1[C@H:13]([C:15]1[CH:20]=[CH:19][CH:18]=[CH:17][CH:16]=1)[CH3:14])=[O:5])[CH3:2].[CH2:21](O)[CH2:22][OH:23].C1(C)C=CC(S(O)(=O)=O)=CC=1.